Dataset: Full USPTO retrosynthesis dataset with 1.9M reactions from patents (1976-2016). Task: Predict the reactants needed to synthesize the given product. (1) The reactants are: Cl[C:2]1[CH:7]=[C:6]([C:8]2[CH:13]=[CH:12][C:11]([O:14][CH3:15])=[CH:10][CH:9]=2)[CH:5]=[CH:4][N:3]=1.[CH3:16][Mg]Br. Given the product [CH3:15][O:14][C:11]1[CH:12]=[CH:13][C:8]([C:6]2[CH:5]=[CH:4][N:3]=[C:2]([CH3:16])[CH:7]=2)=[CH:9][CH:10]=1, predict the reactants needed to synthesize it. (2) The reactants are: Br[C:2]1[CH:8]=[C:7]([O:9][CH2:10][CH3:11])[CH:6]=[CH:5][C:3]=1[NH2:4].C([Sn](CCCC)(CCCC)[C:17]1[S:18][CH:19]=[CH:20][N:21]=1)CCC. Given the product [CH2:10]([O:9][C:7]1[CH:6]=[CH:5][C:3]([NH2:4])=[C:2]([C:17]2[S:18][CH:19]=[CH:20][N:21]=2)[CH:8]=1)[CH3:11], predict the reactants needed to synthesize it. (3) Given the product [F:26][C:25]([F:28])([F:27])[C:22]1[O:21][C:20]([CH2:19][N:11]2[C:12]3[CH:13]=[C:5]4[O:4][CH2:3][CH2:2][O:1][C:6]4=[CH:7][C:8]=3[C:9](=[O:15])[C:10]2=[O:14])=[CH:24][CH:23]=1, predict the reactants needed to synthesize it. The reactants are: [O:1]1[C:6]2=[CH:7][C:8]3[C:9](=[O:15])[C:10](=[O:14])[NH:11][C:12]=3[CH:13]=[C:5]2[O:4][CH2:3][CH2:2]1.[H-].[Na+].Br[CH2:19][C:20]1[O:21][C:22]([C:25]([F:28])([F:27])[F:26])=[CH:23][CH:24]=1. (4) Given the product [O:52]=[C:51]1[CH:45]([N:42]2[CH2:41][C:37]3[C:36](=[CH:35][CH:34]=[CH:39][C:38]=3[NH:40][C:66](=[O:67])[CH2:65][O:64][CH2:63][CH2:62][O:61][CH2:60][CH2:59][NH:58][C:57](=[O:69])[O:56][C:54]([CH3:53])([CH3:55])[CH3:70])[C:43]2=[O:44])[CH2:46][CH2:47][C:48](=[O:49])[NH:50]1, predict the reactants needed to synthesize it. The reactants are: CN(C(ON1N=NC2C=CC=NC1=2)=[N+](C)C)C.F[P-](F)(F)(F)(F)F.CCN(C(C)C)C(C)C.[CH:34]1[CH:35]=[C:36]2[C:43](=[O:44])[N:42]([CH:45]3[C:51](=[O:52])[NH:50][C:48](=[O:49])[CH2:47][CH2:46]3)[CH2:41][C:37]2=[C:38]([NH2:40])[CH:39]=1.[CH3:53][C:54]([CH3:70])([O:56][C:57](=[O:69])[NH:58][CH2:59][CH2:60][O:61][CH2:62][CH2:63][O:64][CH2:65][C:66](O)=[O:67])[CH3:55]. (5) The reactants are: [C:1]([O:5][C:6]([C@H:8]([CH2:13]I)[C:9]([O:11][CH3:12])=[O:10])=[O:7])([CH3:4])([CH3:3])[CH3:2].Cl[C:16]1[CH:21]=[CH:20][N:19]=[C:18]([C:22]([F:25])([F:24])[F:23])[N:17]=1. Given the product [C:1]([O:5][C:6]([C@@H:8]([CH2:13][C:16]1[CH:21]=[CH:20][N:19]=[C:18]([C:22]([F:25])([F:24])[F:23])[N:17]=1)[C:9]([O:11][CH3:12])=[O:10])=[O:7])([CH3:4])([CH3:3])[CH3:2], predict the reactants needed to synthesize it.